This data is from Catalyst prediction with 721,799 reactions and 888 catalyst types from USPTO. The task is: Predict which catalyst facilitates the given reaction. (1) Reactant: [Br:1][C:2]1[CH:3]=[CH:4][C:5](I)=[C:6]([CH:8]=1)[NH2:7].C(=O)([O-])[O-].[K+].[K+].[C:16]1(B(O)O)[CH:21]=[CH:20][CH:19]=[CH:18][CH:17]=1. Product: [Br:1][C:2]1[CH:3]=[CH:4][C:5]([C:16]2[CH:21]=[CH:20][CH:19]=[CH:18][CH:17]=2)=[C:6]([NH2:7])[CH:8]=1. The catalyst class is: 12. (2) Reactant: [F:1][C:2]1[CH:3]=[C:4]([CH:19]=[CH:20][CH:21]=1)[NH:5][CH:6]1[CH2:11][CH2:10][N:9]([C:12]([O:14][C:15]([CH3:18])([CH3:17])[CH3:16])=[O:13])[CH2:8][CH2:7]1.C(=O)([O-])[O-].[K+].[K+].Br[CH2:29][C:30]1[CH:35]=[CH:34][C:33]([F:36])=[CH:32][CH:31]=1. Product: [F:1][C:2]1[CH:3]=[C:4]([CH:19]=[CH:20][CH:21]=1)[N:5]([CH2:29][C:30]1[CH:35]=[CH:34][C:33]([F:36])=[CH:32][CH:31]=1)[CH:6]1[CH2:11][CH2:10][N:9]([C:12]([O:14][C:15]([CH3:18])([CH3:16])[CH3:17])=[O:13])[CH2:8][CH2:7]1. The catalyst class is: 10. (3) Reactant: [OH-].[Li+].[OH:3][C:4]1[CH:9]=[CH:8][CH:7]=[C:6]([OH:10])[C:5]=1[C:11](=[O:13])[CH3:12].[Cl:14][C:15]1[CH:23]=[CH:22][C:18]([C:19](Cl)=O)=[CH:17][CH:16]=1.Cl. Product: [Cl:14][C:15]1[CH:23]=[CH:22][C:18]([C:19]2[O:3][C:4]3[C:5]([C:11](=[O:13])[CH:12]=2)=[C:6]([OH:10])[CH:7]=[CH:8][CH:9]=3)=[CH:17][CH:16]=1. The catalyst class is: 1. (4) Reactant: [C:1]([C:3]1[CH:8]=[CH:7][CH:6]=[CH:5][CH:4]=1)#[CH:2].[CH3:9][O:10][C:11]1[CH:16]=[CH:15][C:14](I)=[CH:13][CH:12]=1. Product: [CH3:9][O:10][C:11]1[CH:16]=[CH:15][C:14]([C:2]#[C:1][C:3]2[CH:8]=[CH:7][CH:6]=[CH:5][CH:4]=2)=[CH:13][CH:12]=1. The catalyst class is: 235. (5) Reactant: [N+:1]([C:4]1[CH:9]=[C:8]([S:10]([C:13]([F:16])([F:15])[F:14])(=[O:12])=[O:11])[CH:7]=[CH:6][C:5]=1[NH2:17])([O-])=O. Product: [F:15][C:13]([F:14])([F:16])[S:10]([C:8]1[CH:9]=[C:4]([NH2:1])[C:5]([NH2:17])=[CH:6][CH:7]=1)(=[O:11])=[O:12]. The catalyst class is: 50. (6) Reactant: C([O:3][C:4]([C:6]1[NH:7][C:8]2[C:13]([CH:14]=1)=[CH:12][CH:11]=[CH:10][C:9]=2[NH:15][C:16]1[CH:21]=[C:20]([C:22]2[CH:27]=[CH:26][C:25]([C:28]([F:31])([F:30])[F:29])=[CH:24][CH:23]=2)[N:19]=[CH:18][N:17]=1)=O)C.[H-].[H-].[H-].[H-].[Li+].[Al+3].CO.CCOC(C)=O. Product: [F:31][C:28]([F:29])([F:30])[C:25]1[CH:26]=[CH:27][C:22]([C:20]2[N:19]=[CH:18][N:17]=[C:16]([NH:15][C:9]3[CH:10]=[CH:11][CH:12]=[C:13]4[C:8]=3[NH:7][C:6]([CH2:4][OH:3])=[CH:14]4)[CH:21]=2)=[CH:23][CH:24]=1. The catalyst class is: 1.